This data is from Forward reaction prediction with 1.9M reactions from USPTO patents (1976-2016). The task is: Predict the product of the given reaction. (1) Given the reactants [Cl:1][C:2]1[CH:29]=[CH:28][C:5]([CH2:6][NH:7][C:8]([C:10]2[C:11](=[O:27])[C:12]3[CH:19]=[C:18]([CH2:20][NH:21][CH2:22][CH:23]([OH:26])[CH2:24]Cl)[O:17][C:13]=3[N:14]([CH3:16])[CH:15]=2)=[O:9])=[CH:4][CH:3]=1.[NH2:30][C:31]1[S:35][C:34]([SH:36])=[N:33][N:32]=1.[CH:37](N(C(C)C)CC)(C)C.[Na+].[Cl-], predict the reaction product. The product is: [NH2:30][C:31]1[S:35][C:34]([S:36][CH2:24][CH:23]([OH:26])[CH2:22][N:21]([CH2:20][C:18]2[O:17][C:13]3[N:14]([CH3:16])[CH:15]=[C:10]([C:8]([NH:7][CH2:6][C:5]4[CH:28]=[CH:29][C:2]([Cl:1])=[CH:3][CH:4]=4)=[O:9])[C:11](=[O:27])[C:12]=3[CH:19]=2)[CH3:37])=[N:33][N:32]=1. (2) Given the reactants C(OC(=O)[NH:7][C:8]1([CH2:16][CH2:17][C:18]2[CH:23]=[CH:22][C:21]([O:24][CH2:25][CH:26]=[CH:27][C:28]3[CH:33]=[CH:32][C:31]([CH3:34])=[CH:30][CH:29]=3)=[C:20]([C:35]([F:38])([F:37])[F:36])[CH:19]=2)[CH2:13][O:12]C(C)(C)[O:10][CH2:9]1)(C)(C)C.[ClH:40], predict the reaction product. The product is: [ClH:40].[NH2:7][C:8]([CH2:16][CH2:17][C:18]1[CH:23]=[CH:22][C:21]([O:24][CH2:25][CH:26]=[CH:27][C:28]2[CH:29]=[CH:30][C:31]([CH3:34])=[CH:32][CH:33]=2)=[C:20]([C:35]([F:36])([F:37])[F:38])[CH:19]=1)([CH2:9][OH:10])[CH2:13][OH:12]. (3) Given the reactants CS(C)=O.[Br:5][C:6]1[CH:7]=[CH:8][C:9]([F:13])=[C:10]([SH:12])[CH:11]=1.CS(O[CH:19]1[CH2:24][CH2:23][CH:22]([C:25]([O:27][CH3:28])=[O:26])[CH2:21][CH2:20]1)(=O)=O.C(=O)([O-])[O-].[Cs+].[Cs+], predict the reaction product. The product is: [Br:5][C:6]1[CH:7]=[CH:8][C:9]([F:13])=[C:10]([S:12][CH:19]2[CH2:24][CH2:23][CH:22]([C:25]([O:27][CH3:28])=[O:26])[CH2:21][CH2:20]2)[CH:11]=1. (4) Given the reactants [NH2:1][C:2]1[CH:3]=[C:4]([CH:21]=[CH:22][C:23]=1[O:24][CH:25]1[CH2:27][CH2:26]1)[C:5]([NH:7][C:8]1[CH:9]=[N:10][C:11]([C:14]2[CH:19]=[CH:18][CH:17]=[CH:16][C:15]=2[F:20])=[CH:12][CH:13]=1)=[O:6].[N:28]1([CH2:34][C:35](O)=[O:36])[CH2:33][CH2:32][O:31][CH2:30][CH2:29]1.C(N(C(C)C)C(C)C)C.C1CN([P+](ON2N=NC3C=CC=CC2=3)(N2CCCC2)N2CCCC2)CC1.F[P-](F)(F)(F)(F)F, predict the reaction product. The product is: [CH:25]1([O:24][C:23]2[CH:22]=[CH:21][C:4]([C:5]([NH:7][C:8]3[CH:9]=[N:10][C:11]([C:14]4[CH:19]=[CH:18][CH:17]=[CH:16][C:15]=4[F:20])=[CH:12][CH:13]=3)=[O:6])=[CH:3][C:2]=2[NH:1][C:35](=[O:36])[CH2:34][N:28]2[CH2:33][CH2:32][O:31][CH2:30][CH2:29]2)[CH2:26][CH2:27]1. (5) Given the reactants Cl[C:2]1[N:7]=[C:6]([C:8]2[CH:13]=[CH:12][CH:11]=[CH:10][C:9]=2[F:14])[N:5]=[C:4]([NH:15][CH:16]([CH3:18])[CH3:17])[N:3]=1.[N:19]1[CH:24]=[CH:23][C:22]([NH2:25])=[CH:21][CH:20]=1.[F-].[Cs+].CCN(C(C)C)C(C)C, predict the reaction product. The product is: [F:14][C:9]1[CH:10]=[CH:11][CH:12]=[CH:13][C:8]=1[C:6]1[N:5]=[C:4]([NH:15][CH:16]([CH3:18])[CH3:17])[N:3]=[C:2]([NH:25][C:22]2[CH:23]=[CH:24][N:19]=[CH:20][CH:21]=2)[N:7]=1. (6) Given the reactants [F:1][C:2]([F:15])([F:14])[C:3]([NH:5][CH2:6][C@@H:7]1[CH2:12][CH2:11][C@H:10]([NH2:13])[CH2:9][CH2:8]1)=[O:4].Cl[C:17]1[C:26]2[C:21](=[CH:22][CH:23]=[C:24]([O:27][CH3:28])[CH:25]=2)[N:20]=[C:19]([CH:29]=[CH:30][C:31]2[CH:36]=[CH:35][CH:34]=[CH:33][N:32]=2)[N:18]=1.C(N(CC)CC)C, predict the reaction product. The product is: [F:1][C:2]([F:14])([F:15])[C:3]([NH:5][CH2:6][C@@H:7]1[CH2:12][CH2:11][C@H:10]([NH:13][C:17]2[C:26]3[C:21](=[CH:22][CH:23]=[C:24]([O:27][CH3:28])[CH:25]=3)[N:20]=[C:19]([CH:29]=[CH:30][C:31]3[CH:36]=[CH:35][CH:34]=[CH:33][N:32]=3)[N:18]=2)[CH2:9][CH2:8]1)=[O:4]. (7) Given the reactants [Cl:1][C:2]1[CH:3]=[C:4]([C:9]([CH3:26])([CH2:13][CH2:14][N:15]2[CH2:20][CH2:19][CH:18]([NH:21][S:22]([CH3:25])(=[O:24])=[O:23])[CH2:17][CH2:16]2)[C:10](O)=[O:11])[CH:5]=[CH:6][C:7]=1[Cl:8].Cl.[F:28][C:29]1[CH:30]=[C:31]([CH:35]=[CH:36][C:37]=1[O:38][CH3:39])[CH2:32][NH:33][CH3:34].CN(C(ON1N=NC2C=CC=CC1=2)=[N+](C)C)C.[B-](F)(F)(F)F.CN(C=O)C.CCN(C(C)C)C(C)C, predict the reaction product. The product is: [Cl:1][C:2]1[CH:3]=[C:4]([C:9]([CH3:26])([CH2:13][CH2:14][N:15]2[CH2:16][CH2:17][CH:18]([NH:21][S:22]([CH3:25])(=[O:23])=[O:24])[CH2:19][CH2:20]2)[C:10]([N:33]([CH2:32][C:31]2[CH:35]=[CH:36][C:37]([O:38][CH3:39])=[C:29]([F:28])[CH:30]=2)[CH3:34])=[O:11])[CH:5]=[CH:6][C:7]=1[Cl:8]. (8) Given the reactants [F:1][C:2]1[CH:7]=[CH:6][C:5]([F:8])=[CH:4][C:3]=1[C@@H:9]1[C@@H:14]([NH:15]C(=O)OC(C)(C)C)[CH2:13][C@@H:12]([N:23]2[CH2:30][C:29]3[CH:28]=[N:27][NH:26][C:25]=3[CH2:24]2)[C:11](=O)[N:10]1[CH3:32].C(N(CC)CC)C.[CH3:40][S:41](Cl)(=[O:43])=[O:42].[C:45]([OH:51])([C:47]([F:50])([F:49])[F:48])=[O:46].C(Cl)Cl, predict the reaction product. The product is: [F:48][C:47]([F:50])([F:49])[C:45]([OH:51])=[O:46].[F:48][C:47]([F:50])([F:49])[C:45]([OH:51])=[O:46].[F:48][C:47]([F:50])([F:49])[C:45]([OH:51])=[O:46].[F:1][C:2]1[CH:7]=[CH:6][C:5]([F:8])=[CH:4][C:3]=1[C@@H:9]1[C@@H:14]([NH2:15])[CH2:13][C@@H:12]([N:23]2[CH2:30][C:29]3[C:25](=[N:26][N:27]([S:41]([CH3:40])(=[O:43])=[O:42])[CH:28]=3)[CH2:24]2)[CH2:11][N:10]1[CH3:32]. (9) Given the reactants [CH3:1][O:2][C:3]([C:5]1[C:10](Cl)=[N:9][CH:8]=[CH:7][N:6]=1)=[O:4].O.[SH-:13].[Na+], predict the reaction product. The product is: [CH3:1][O:2][C:3]([C:5]1[C:10]([SH:13])=[N:9][CH:8]=[CH:7][N:6]=1)=[O:4].